Dataset: Forward reaction prediction with 1.9M reactions from USPTO patents (1976-2016). Task: Predict the product of the given reaction. (1) Given the reactants FC(F)(F)C(O)=O.[OH:8][CH2:9][C:10]1([OH:14])[CH2:13][NH:12][CH2:11]1.[CH:15]([N:19]1[C:27]2[CH:26]=[C:25]([Cl:28])[N:24]=[CH:23][C:22]=2[C:21](I)=[N:20]1)([CH2:17][CH3:18])[CH3:16].N1CCC[C@H]1C(O)=O.C(=O)([O-])[O-].[K+].[K+], predict the reaction product. The product is: [CH3:16][CH:15]([N:19]1[C:27]2[CH:26]=[C:25]([Cl:28])[N:24]=[CH:23][C:22]=2[C:21]([N:12]2[CH2:13][C:10]([CH2:9][OH:8])([OH:14])[CH2:11]2)=[N:20]1)[CH2:17][CH3:18]. (2) Given the reactants Cl[C:2]1[C:11]([CH2:12][OH:13])=[CH:10][C:9]2[C:4](=[C:5]([CH3:14])[CH:6]=[CH:7][CH:8]=2)[N:3]=1.[O:15]=[C:16]1[CH2:21][NH:20][CH2:19][CH2:18][NH:17]1.CCN(C(C)C)C(C)C.CN1C(=O)CCC1, predict the reaction product. The product is: [OH:13][CH2:12][C:11]1[C:2]([N:20]2[CH2:19][CH2:18][NH:17][C:16](=[O:15])[CH2:21]2)=[N:3][C:4]2[C:9]([CH:10]=1)=[CH:8][CH:7]=[CH:6][C:5]=2[CH3:14].